From a dataset of Catalyst prediction with 721,799 reactions and 888 catalyst types from USPTO. Predict which catalyst facilitates the given reaction. (1) Reactant: CS(C)=O.[CH:5]1([NH:11][C:12]2[CH:21]=[C:20]3[C:15]([C:16](=[O:32])[C:17]([CH2:27][CH2:28][CH2:29][CH2:30][OH:31])=[CH:18][N:19]3[CH:22]3[CH2:26][CH2:25][CH2:24][CH2:23]3)=[CH:14][C:13]=2[F:33])[CH2:10][CH2:9][CH2:8][CH2:7][CH2:6]1.C(N(CC)CC)C.Cl. Product: [CH:5]1([NH:11][C:12]2[CH:21]=[C:20]3[C:15]([C:16](=[O:32])[C:17]([CH2:27][CH2:28][CH2:29][CH:30]=[O:31])=[CH:18][N:19]3[CH:22]3[CH2:26][CH2:25][CH2:24][CH2:23]3)=[CH:14][C:13]=2[F:33])[CH2:6][CH2:7][CH2:8][CH2:9][CH2:10]1. The catalyst class is: 6. (2) Reactant: [CH3:1][C:2]1[N:3]=[CH:4][NH:5][C:6]=1[C:7]1[CH:12]=[CH:11][CH:10]=[CH:9][CH:8]=1.Cl[C:14]([C:27]1[CH:32]=[CH:31][CH:30]=[CH:29][CH:28]=1)([C:21]1[CH:26]=[CH:25][CH:24]=[CH:23][CH:22]=1)[C:15]1[CH:20]=[CH:19][CH:18]=[CH:17][CH:16]=1. Product: [CH3:1][C:2]1[N:3]([C:14]([C:15]2[CH:20]=[CH:19][CH:18]=[CH:17][CH:16]=2)([C:27]2[CH:28]=[CH:29][CH:30]=[CH:31][CH:32]=2)[C:21]2[CH:22]=[CH:23][CH:24]=[CH:25][CH:26]=2)[CH:4]=[N:5][C:6]=1[C:7]1[CH:8]=[CH:9][CH:10]=[CH:11][CH:12]=1. The catalyst class is: 31. (3) Product: [Cl:1][C:2]1[S:6][CH:5]=[C:4]([CH2:7][CH2:8][N:10]2[CH2:15][CH:14]3[CH:12]([C:13]3([C:17]3[CH:18]=[C:19]([NH:23][S:24]([CH3:27])(=[O:26])=[O:25])[CH:20]=[CH:21][CH:22]=3)[CH3:16])[CH2:11]2)[CH:3]=1. Reactant: [Cl:1][C:2]1[S:6][CH:5]=[C:4]([CH2:7][C:8]([N:10]2[CH2:15][CH:14]3[CH:12]([C:13]3([C:17]3[CH:18]=[C:19]([NH:23][S:24]([CH3:27])(=[O:26])=[O:25])[CH:20]=[CH:21][CH:22]=3)[CH3:16])[CH2:11]2)=O)[CH:3]=1.[H-].[Al+3].[Li+].[H-].[H-].[H-].O.C(=O)([O-])O.[Na+]. The catalyst class is: 54. (4) Reactant: C[O:2][C:3](=[O:31])[C:4]([CH3:30])([CH3:29])[CH2:5][NH:6][C:7]([C:9]1[N:10]=[C:11]([C:27]#[N:28])[C:12]2[C:17]([C:18]=1[OH:19])=[CH:16][C:15]([O:20][C:21]1[CH:26]=[CH:25][CH:24]=[CH:23][CH:22]=1)=[CH:14][CH:13]=2)=[O:8].[OH-].[Na+].Cl. Product: [C:27]([C:11]1[C:12]2[C:17](=[CH:16][C:15]([O:20][C:21]3[CH:22]=[CH:23][CH:24]=[CH:25][CH:26]=3)=[CH:14][CH:13]=2)[C:18]([OH:19])=[C:9]([C:7]([NH:6][CH2:5][C:4]([CH3:30])([CH3:29])[C:3]([OH:31])=[O:2])=[O:8])[N:10]=1)#[N:28]. The catalyst class is: 5. (5) Reactant: [NH2:1][C@H:2]1[CH2:6][CH2:5][NH:4][CH2:3]1.C(=O)C1C=CC=CC=1.[C:15](O[C:15]([O:17][C:18]([CH3:21])([CH3:20])[CH3:19])=[O:16])([O:17][C:18]([CH3:21])([CH3:20])[CH3:19])=[O:16]. Product: [C:15]([N:4]1[CH2:5][CH2:6][C@H:2]([NH2:1])[CH2:3]1)([O:17][C:18]([CH3:21])([CH3:20])[CH3:19])=[O:16]. The catalyst class is: 11.